This data is from Catalyst prediction with 721,799 reactions and 888 catalyst types from USPTO. The task is: Predict which catalyst facilitates the given reaction. Reactant: C([O:3][C:4](=[O:36])[C:5]([O:8][C:9]1[CH:14]=[CH:13][C:12]([O:15][CH2:16][CH2:17][C:18]2[N:19]=[C:20]([C:24]3[CH:25]=[C:26]([C:30]4[CH:35]=[CH:34][CH:33]=[CH:32][CH:31]=4)[CH:27]=[CH:28][CH:29]=3)[O:21][C:22]=2[CH3:23])=[CH:11][CH:10]=1)([CH3:7])[CH3:6])C.[OH-].[Na+].Cl.C(OCC)(=O)C. Product: [C:26]1([C:30]2[CH:35]=[CH:34][CH:33]=[CH:32][CH:31]=2)[CH:27]=[CH:28][CH:29]=[C:24]([C:20]2[O:21][C:22]([CH3:23])=[C:18]([CH2:17][CH2:16][O:15][C:12]3[CH:13]=[CH:14][C:9]([O:8][C:5]([CH3:7])([CH3:6])[C:4]([OH:36])=[O:3])=[CH:10][CH:11]=3)[N:19]=2)[CH:25]=1. The catalyst class is: 8.